Dataset: Reaction yield outcomes from USPTO patents with 853,638 reactions. Task: Predict the reaction yield, written as a fraction of the theoretical maximum amount of product (1.0 means a 100% yield; for example, 0.34 means a 34% yield). (1) The reactants are [CH2:1]([OH:8])[C:2]1[CH:7]=[CH:6][CH:5]=[CH:4][CH:3]=1.[H-].[Na+].F[C:12]1[CH:19]=[C:18]([F:20])[CH:17]=[CH:16][C:13]=1[C:14]#[N:15]. The catalyst is C1COCC1. The product is [CH2:1]([O:8][C:12]1[CH:19]=[C:18]([F:20])[CH:17]=[CH:16][C:13]=1[C:14]#[N:15])[C:2]1[CH:7]=[CH:6][CH:5]=[CH:4][CH:3]=1. The yield is 0.397. (2) The reactants are [C:1](=[N:4][C:5]1[C:10]([CH2:11][CH3:12])=[CH:9][C:8]([CH2:13][CH3:14])=[C:7]([N:15]=[C:16]([CH3:18])[CH3:17])[C:6]=1[CH3:19])([CH3:3])[CH3:2].C(O)C. The catalyst is [Pt].C(OCC)(=O)C. The product is [CH:16]([NH:15][C:7]1[C:8]([CH2:13][CH3:14])=[CH:9][C:10]([CH2:11][CH3:12])=[C:5]([NH:4][CH:1]([CH3:2])[CH3:3])[C:6]=1[CH3:19])([CH3:17])[CH3:18]. The yield is 0.940.